From a dataset of Forward reaction prediction with 1.9M reactions from USPTO patents (1976-2016). Predict the product of the given reaction. (1) Given the reactants [C:1](Cl)(=O)[C:2]([Cl:4])=[O:3].[Br:7][C:8]1[CH:9]=[N:10][CH:11]=[C:12]2[C:17]=1[N:16]=C(C(O)=O)[CH:14]=[CH:13]2, predict the reaction product. The product is: [Br:7][C:8]1[CH:9]=[N:10][CH:11]=[C:12]2[C:17]=1[N:16]=[C:1]([C:2]([Cl:4])=[O:3])[CH:14]=[CH:13]2. (2) Given the reactants [OH:1][C:2]1[CH:3]=[C:4]([CH:7]=[CH:8][C:9]=1[OH:10])[CH2:5][NH2:6].Cl.OC1C=C(C=CC=1O)CN.[CH:22]1[N:27]=[C:26](Cl)[C:25]2[N:29]=[CH:30][N:31]([C@@H:32]3[O:36][C@H:35]([CH2:37][OH:38])[C@@H:34]([OH:39])[C@H:33]3[OH:40])[C:24]=2[N:23]=1.C(N(CC)C(C)C)(C)C, predict the reaction product. The product is: [OH:1][C:2]1[CH:3]=[C:4]([CH:7]=[CH:8][C:9]=1[OH:10])[CH2:5][NH:6][C:26]1[C:25]2[N:29]=[CH:30][N:31]([C:24]=2[N:23]=[CH:22][N:27]=1)[C@@H:32]1[O:36][C@H:35]([CH2:37][OH:38])[C@@H:34]([OH:39])[C@H:33]1[OH:40].